This data is from Peptide-MHC class I binding affinity with 185,985 pairs from IEDB/IMGT. The task is: Regression. Given a peptide amino acid sequence and an MHC pseudo amino acid sequence, predict their binding affinity value. This is MHC class I binding data. (1) The peptide sequence is WLKERLPGF. The MHC is HLA-B58:01 with pseudo-sequence HLA-B58:01. The binding affinity (normalized) is 0.0847. (2) The peptide sequence is LLDEPTNHL. The MHC is HLA-A02:03 with pseudo-sequence HLA-A02:03. The binding affinity (normalized) is 0.543. (3) The peptide sequence is YELWPTKW. The MHC is Mamu-B52 with pseudo-sequence Mamu-B52. The binding affinity (normalized) is 0.459. (4) The peptide sequence is YLIKVSARV. The MHC is Patr-B0101 with pseudo-sequence Patr-B0101. The binding affinity (normalized) is 0.